This data is from Catalyst prediction with 721,799 reactions and 888 catalyst types from USPTO. The task is: Predict which catalyst facilitates the given reaction. (1) Reactant: [CH2:1]([N:3]1[C:12]2[C:7](=[CH:8][C:9]([NH:13][C:14]([CH2:16][CH:17]([CH3:22])[CH2:18][C:19](O)=[O:20])=[O:15])=[CH:10][CH:11]=2)[C:6](=[O:23])[N:5]([CH2:24][CH3:25])[C:4]1=[O:26])[CH3:2].[NH2:27][C:28]1[CH:38]=[CH:37][C:31]2[N:32]=[C:33]([C:35]#[N:36])[S:34][C:30]=2[CH:29]=1.CCN(C(C)C)C(C)C.C(P1(=O)OP(CCC)(=O)OP(CCC)(=O)O1)CC. Product: [C:35]([C:33]1[S:34][C:30]2[CH:29]=[C:28]([NH:27][C:19](=[O:20])[CH2:18][CH:17]([CH3:22])[CH2:16][C:14]([NH:13][C:9]3[CH:8]=[C:7]4[C:12](=[CH:11][CH:10]=3)[N:3]([CH2:1][CH3:2])[C:4](=[O:26])[N:5]([CH2:24][CH3:25])[C:6]4=[O:23])=[O:15])[CH:38]=[CH:37][C:31]=2[N:32]=1)#[N:36]. The catalyst class is: 13. (2) Product: [C:1]([NH:4][C:5]1[C:6]([NH2:14])=[C:7]([C:16]2[NH:17][C:18]3[C:23]([C:24]=2[CH:25]2[CH2:30][CH2:29][CH2:28][CH2:27][CH2:26]2)=[CH:22][CH:21]=[C:20]([C:31]([O:33][CH3:35])=[O:32])[CH:19]=3)[CH:8]=[CH:9][CH:10]=1)(=[O:3])[CH3:2]. Reactant: [C:1]([NH:4][C:5]1[C:6]([NH2:14])=[C:7](B(O)O)[CH:8]=[CH:9][CH:10]=1)(=[O:3])[CH3:2].Br[C:16]1[NH:17][C:18]2[C:23]([C:24]=1[CH:25]1[CH2:30][CH2:29][CH2:28][CH2:27][CH2:26]1)=[CH:22][CH:21]=[C:20]([C:31]([O-:33])=[O:32])[CH:19]=2.N1C2C(=CC=C(C(OC)=O)C=2)C=[CH:35]1.C([O-])([O-])=O.[Na+].[Na+]. The catalyst class is: 184. (3) Reactant: [NH2:1][C:2]1[CH:3]=[CH:4][CH:5]=[C:6]2[C:11]=1[CH:10]=[C:9]([OH:12])[CH:8]=[CH:7]2.[Si:13](Cl)([C:16]([CH3:19])([CH3:18])[CH3:17])([CH3:15])[CH3:14].N1C=CN=C1.Cl. Product: [Si:13]([O:12][C:9]1[CH:8]=[CH:7][C:6]2[C:11](=[C:2]([NH2:1])[CH:3]=[CH:4][CH:5]=2)[CH:10]=1)([C:16]([CH3:19])([CH3:18])[CH3:17])([CH3:15])[CH3:14]. The catalyst class is: 35. (4) Reactant: CC1(C)CC([C:6]([OH:8])=O)C1.C1C=CC(P([N:24]=[N+]=[N-])(C2C=CC=CC=2)=O)=CC=1.[Cl:27][C:28]1[CH:29]=[C:30]([C:35]2[C:43]([C:44]([NH2:46])=[O:45])=[C:38]3[CH2:39][NH:40][CH2:41][CH2:42][N:37]3[N:36]=2)[CH:31]=[CH:32][C:33]=1[F:34].[C:47]1([CH3:53])[CH:52]=[CH:51][CH:50]=C[CH:48]=1. Product: [Cl:27][C:28]1[CH:29]=[C:30]([C:35]2[C:43]([C:44]([NH2:46])=[O:45])=[C:38]3[CH2:39][N:40]([C:6]([NH:24][CH:51]4[CH2:52][C:47]([CH3:48])([CH3:53])[CH2:50]4)=[O:8])[CH2:41][CH2:42][N:37]3[N:36]=2)[CH:31]=[CH:32][C:33]=1[F:34]. The catalyst class is: 3. (5) Reactant: [F:1][C:2]1[CH:3]=[C:4]([NH:9][C:10](=[O:18])[CH:11]([CH3:17])[C:12]([O:14]CC)=[O:13])[CH:5]=[C:6]([F:8])[CH:7]=1.[OH-].[Na+]. Product: [F:1][C:2]1[CH:3]=[C:4]([NH:9][C:10](=[O:18])[CH:11]([CH3:17])[C:12]([OH:14])=[O:13])[CH:5]=[C:6]([F:8])[CH:7]=1. The catalyst class is: 20. (6) Reactant: [CH3:1][C:2]1[CH:14]=[C:13]([S:15][CH2:16][C:17]2[S:21][C:20]([C:22]3[CH:27]=[CH:26][C:25]([C:28]([F:31])([F:30])[F:29])=[C:24]([F:32])[CH:23]=3)=[N:19][C:18]=2[CH3:33])[CH:12]=[CH:11][C:3]=1[O:4][CH2:5][C:6]([O:8]CC)=[O:7].[Li+].[OH-].O.Cl. Product: [CH3:1][C:2]1[CH:14]=[C:13]([S:15][CH2:16][C:17]2[S:21][C:20]([C:22]3[CH:27]=[CH:26][C:25]([C:28]([F:31])([F:29])[F:30])=[C:24]([F:32])[CH:23]=3)=[N:19][C:18]=2[CH3:33])[CH:12]=[CH:11][C:3]=1[O:4][CH2:5][C:6]([OH:8])=[O:7]. The catalyst class is: 1.